This data is from Forward reaction prediction with 1.9M reactions from USPTO patents (1976-2016). The task is: Predict the product of the given reaction. (1) Given the reactants [CH3:1][C:2]1([CH3:18])[CH2:17][N:5]2[C:6](=[O:16])[CH:7]=[C:8]([N:10]3[CH2:15][CH2:14][O:13][CH2:12][CH2:11]3)[N:9]=[C:4]2[NH:3]1.[CH3:19][O:20][C:21]1[CH:29]=[CH:28][C:24]([CH2:25][CH2:26]Br)=[CH:23][CH:22]=1.C(=O)([O-])[O-].[Cs+].[Cs+], predict the reaction product. The product is: [CH3:19][O:20][C:21]1[CH:29]=[CH:28][C:24]([CH2:25][CH2:26][N:3]2[C:4]3=[N:9][C:8]([N:10]4[CH2:15][CH2:14][O:13][CH2:12][CH2:11]4)=[CH:7][C:6](=[O:16])[N:5]3[CH2:17][C:2]2([CH3:18])[CH3:1])=[CH:23][CH:22]=1. (2) Given the reactants [F:1][C:2]([F:17])([F:16])[C:3]([OH:15])([CH2:6][C:7]1[CH:12]=[CH:11][CH:10]=[CH:9][C:8]=1[O:13][CH3:14])[C:4]#N.[H-].C([Al+]CC(C)C)C(C)C.C(O)(=O)C(C(C(O)=O)O)[OH:30], predict the reaction product. The product is: [F:1][C:2]([F:17])([F:16])[C:3]([OH:15])([CH2:6][C:7]1[CH:12]=[CH:11][CH:10]=[CH:9][C:8]=1[O:13][CH3:14])[CH:4]=[O:30].